Dataset: Full USPTO retrosynthesis dataset with 1.9M reactions from patents (1976-2016). Task: Predict the reactants needed to synthesize the given product. (1) Given the product [Cl:1][C:2]1[CH:7]=[C:6]([C:8]([F:11])([F:9])[F:10])[CH:5]=[CH:4][C:3]=1[NH:12][C:13]1[CH:18]=[C:17]([O:19][CH2:20][CH2:21][O:22][CH3:23])[CH:16]=[CH:15][C:14]=1/[CH:24]=[CH:25]/[C:26]([NH:62][S:59]([CH2:54][CH2:55][CH2:56][CH2:57][CH3:58])(=[O:61])=[O:60])=[O:28], predict the reactants needed to synthesize it. The reactants are: [Cl:1][C:2]1[CH:7]=[C:6]([C:8]([F:11])([F:10])[F:9])[CH:5]=[CH:4][C:3]=1[NH:12][C:13]1[CH:18]=[C:17]([O:19][CH2:20][CH2:21][O:22][CH3:23])[CH:16]=[CH:15][C:14]=1/[CH:24]=[CH:25]/[C:26]([OH:28])=O.CC1C=CC=C([N+]([O-])=O)C=1C(OC(=O)C1C([N+]([O-])=O)=CC=CC=1C)=O.[CH2:54]([S:59]([NH2:62])(=[O:61])=[O:60])[CH2:55][CH2:56][CH2:57][CH3:58].[Cl-].[NH4+]. (2) The reactants are: [OH-].[Li+].[CH3:3][N:4]([CH3:19])[C:5]1[CH:6]=[CH:7][C:8]2[N:9]([CH:11]=[C:12]([C:14]([O:16]CC)=[O:15])[N:13]=2)[CH:10]=1.Cl. Given the product [CH3:3][N:4]([CH3:19])[C:5]1[CH:6]=[CH:7][C:8]2[N:9]([CH:11]=[C:12]([C:14]([OH:16])=[O:15])[N:13]=2)[CH:10]=1, predict the reactants needed to synthesize it. (3) Given the product [C:17]([O:16][C:14]([N:10]1[CH2:11][CH2:12][CH2:13][N:8]([C:6]([O:5][C:1]([CH3:2])([CH3:4])[CH3:3])=[O:7])[C:9]1=[N:21][C:22]1[CH:27]=[CH:26][CH:25]=[C:24]([C:28](=[O:34])[NH:29][CH2:30][C:31](=[O:32])[NH:64][C@H:42]([C:43](=[O:44])[NH:45][C:46]2[CH:47]=[CH:48][C:49]([O:52][CH2:53][CH2:54][CH2:55][NH:56][C:57]([O:59][C:60]([CH3:63])([CH3:62])[CH3:61])=[O:58])=[CH:50][CH:51]=2)[CH2:41][C:40]([O:39][C:35]([CH3:37])([CH3:38])[CH3:36])=[O:65])[CH:23]=1)=[O:15])([CH3:19])([CH3:18])[CH3:20], predict the reactants needed to synthesize it. The reactants are: [C:1]([O:5][C:6]([N:8]1[CH2:13][CH2:12][CH2:11][N:10]([C:14]([O:16][C:17]([CH3:20])([CH3:19])[CH3:18])=[O:15])[C:9]1=[N:21][C:22]1[CH:27]=[CH:26][CH:25]=[C:24]([C:28](=[O:34])[NH:29][CH2:30][C:31](O)=[O:32])[CH:23]=1)=[O:7])([CH3:4])([CH3:3])[CH3:2].[C:35]([O:39][C:40](=[O:65])[CH2:41][C@H:42]([NH2:64])[C:43]([NH:45][C:46]1[CH:51]=[CH:50][C:49]([O:52][CH2:53][CH2:54][CH2:55][NH:56][C:57]([O:59][C:60]([CH3:63])([CH3:62])[CH3:61])=[O:58])=[CH:48][CH:47]=1)=[O:44])([CH3:38])([CH3:37])[CH3:36].CN(C(ON1N=NC2C=CC=CC1=2)=[N+](C)C)C.F[P-](F)(F)(F)(F)F.C1C=CC2N(O)N=NC=2C=1.CCN(C(C)C)C(C)C. (4) Given the product [CH3:30][O:29][C:27](=[O:28])[C@@H:18]([NH:17][C:15]([C:12]1[CH:13]=[CH:14][C:9]([C:6]2[CH:5]=[CH:4][C:3]([O:2][CH3:1])=[CH:8][CH:7]=2)=[CH:10][C:11]=1[NH:31][C:32]([NH:34][C:35]1[C:36]([CH3:43])=[CH:37][C:38]([CH3:42])=[CH:39][C:40]=1[CH3:41])=[O:33])=[O:16])[CH2:19][C:20]([OH:22])=[O:21], predict the reactants needed to synthesize it. The reactants are: [CH3:1][O:2][C:3]1[CH:8]=[CH:7][C:6]([C:9]2[CH:14]=[CH:13][C:12]([C:15]([NH:17][C@H:18]([C:27]([O:29][CH3:30])=[O:28])[CH2:19][C:20]([O:22]C(C)(C)C)=[O:21])=[O:16])=[C:11]([NH:31][C:32]([NH:34][C:35]3[C:40]([CH3:41])=[CH:39][C:38]([CH3:42])=[CH:37][C:36]=3[CH3:43])=[O:33])[CH:10]=2)=[CH:5][CH:4]=1.C(O)(C(F)(F)F)=O. (5) Given the product [Cl:1][C:2]1[CH:22]=[C:21]([S:23]([CH3:26])(=[O:25])=[O:24])[CH:20]=[CH:19][C:3]=1[O:4][C:5]1[CH:6]=[C:7]([CH2:15][C:16]([NH:33][S:30]([CH2:29][C:28]([F:35])([F:34])[F:27])(=[O:32])=[O:31])=[O:17])[CH:8]=[C:9]([C:11]([F:12])([F:14])[F:13])[CH:10]=1, predict the reactants needed to synthesize it. The reactants are: [Cl:1][C:2]1[CH:22]=[C:21]([S:23]([CH3:26])(=[O:25])=[O:24])[CH:20]=[CH:19][C:3]=1[O:4][C:5]1[CH:6]=[C:7]([CH2:15][C:16](O)=[O:17])[CH:8]=[C:9]([C:11]([F:14])([F:13])[F:12])[CH:10]=1.[F:27][C:28]([F:35])([F:34])[CH2:29][S:30]([NH2:33])(=[O:32])=[O:31].